The task is: Predict the reactants needed to synthesize the given product.. This data is from Full USPTO retrosynthesis dataset with 1.9M reactions from patents (1976-2016). (1) Given the product [F:1][C:2]1[CH:10]=[C:9]2[C:5]([C:6]3([CH2:20][CH2:19]3)[C:7](=[O:18])[NH:8]2)=[CH:4][CH:3]=1, predict the reactants needed to synthesize it. The reactants are: [F:1][C:2]1[CH:10]=[C:9]2[C:5]([C:6]3([CH2:20][CH2:19]3)[C:7](=[O:18])[N:8]2C(OC(C)(C)C)=O)=[CH:4][CH:3]=1.Cl. (2) Given the product [CH2:4]([O:5][C:7]1[N:12]=[CH:11][C:10]([C:13]([OH:15])=[O:14])=[CH:9][CH:8]=1)[CH3:3], predict the reactants needed to synthesize it. The reactants are: [OH-].[K+].[CH3:3][CH2:4][OH:5].Cl[C:7]1[N:12]=[CH:11][C:10]([C:13]([OH:15])=[O:14])=[CH:9][CH:8]=1.Cl. (3) Given the product [Cl:1][C:2]1[CH:7]=[CH:6][C:5]([C:12]([CH3:14])([CH3:13])[C:11]#[N:15])=[CH:4][C:3]=1[O:9][CH3:10], predict the reactants needed to synthesize it. The reactants are: [Cl:1][C:2]1[CH:7]=[CH:6][C:5](F)=[CH:4][C:3]=1[O:9][CH3:10].[C:11](#[N:15])[CH:12]([CH3:14])[CH3:13].C[Si]([N-][Si](C)(C)C)(C)C.[K+].Cl. (4) Given the product [CH3:22][C@H:20]1[NH:21][C:32](=[O:34])[N:18]([C:15]2[CH:16]=[CH:17][C:12]([O:11][C:7]3[C:6]4[C:2]([CH3:1])=[N:3][O:4][C:5]=4[CH:10]=[CH:9][CH:8]=3)=[CH:13][CH:14]=2)[C:19]1=[O:23], predict the reactants needed to synthesize it. The reactants are: [CH3:1][C:2]1[C:6]2[C:7]([O:11][C:12]3[CH:17]=[CH:16][C:15]([NH:18][C:19](=[O:23])[C@@H:20]([CH3:22])[NH2:21])=[CH:14][CH:13]=3)=[CH:8][CH:9]=[CH:10][C:5]=2[O:4][N:3]=1.C(N(CC)CC)C.Cl[C:32](Cl)([O:34]C(=O)OC(Cl)(Cl)Cl)Cl.